From a dataset of Full USPTO retrosynthesis dataset with 1.9M reactions from patents (1976-2016). Predict the reactants needed to synthesize the given product. Given the product [CH3:34][O:35][C:36](=[O:41])[C@@H:37]([NH:38][C:27]([C:24]1[N:16]2[C:15]([CH2:14][N:13]([C:11](=[O:12])[C:10]3[CH:30]=[CH:31][C:7]([C:1]4[CH2:6][CH2:5][CH2:4][CH2:3][CH:2]=4)=[C:8]([CH3:32])[CH:9]=3)[C:19]3[CH:18]=[CH:23][CH:22]=[CH:21][C:20]=3[CH2:17]2)=[CH:26][CH:25]=1)=[O:28])[CH2:39][OH:40], predict the reactants needed to synthesize it. The reactants are: [C:1]1([C:7]2[CH:31]=[CH:30][C:10]([C:11]([N:13]3[C:19]4[CH:20]=[CH:21][CH:22]=[CH:23][C:18]=4[CH2:17][N:16]4[C:24]([C:27](O)=[O:28])=[CH:25][CH:26]=[C:15]4[CH2:14]3)=[O:12])=[CH:9][C:8]=2[CH3:32])[CH2:6][CH2:5][CH2:4][CH2:3][CH:2]=1.Cl.[CH3:34][O:35][C:36](=[O:41])[C@H:37]([CH2:39][OH:40])[NH2:38].ON1C2C=CC=CC=2N=N1.Cl.C(N=C=N)C.C(N(CC)C(C)C)(C)C.